This data is from Acute oral toxicity (LD50) regression data from Zhu et al.. The task is: Regression/Classification. Given a drug SMILES string, predict its toxicity properties. Task type varies by dataset: regression for continuous values (e.g., LD50, hERG inhibition percentage) or binary classification for toxic/non-toxic outcomes (e.g., AMES mutagenicity, cardiotoxicity, hepatotoxicity). Dataset: ld50_zhu. (1) The drug is CCO[Si](CCCN)(OCC)OCC. The rat oral LD50 is 2.10, given as -log10 of the dose in mol/kg body weight (higher means more acutely toxic). (2) The compound is C=CCN(CC=C)c1c(C)cc(OC(=O)NC)cc1C. The rat oral LD50 is 3.49, given as -log10 of the dose in mol/kg body weight (higher means more acutely toxic). (3) The drug is CCN(CC)C(=O)c1cc(=O)c2ccccc2o1. The rat oral LD50 is 1.79, given as -log10 of the dose in mol/kg body weight (higher means more acutely toxic). (4) The drug is CCCc1nnc(CSP(=S)(OCC)OCC)o1. The rat oral LD50 is 3.83, given as -log10 of the dose in mol/kg body weight (higher means more acutely toxic). (5) The compound is CCSC(=S)N(CC)CC. The rat oral LD50 is 2.40, given as -log10 of the dose in mol/kg body weight (higher means more acutely toxic). (6) The compound is O=CC(Cl)CCl. The rat oral LD50 is 2.90, given as -log10 of the dose in mol/kg body weight (higher means more acutely toxic).